Dataset: Reaction yield outcomes from USPTO patents with 853,638 reactions. Task: Predict the reaction yield, written as a fraction of the theoretical maximum amount of product (1.0 means a 100% yield; for example, 0.34 means a 34% yield). (1) The reactants are [O:1]=[C:2]1[NH:8][C:7]2[CH:9]=[CH:10][C:11]([C:13]([O:15]CC)=O)=[CH:12][C:6]=2[CH2:5][NH:4][CH2:3]1.C(=O)(O[N:28]1[C:32](=[O:33])[CH2:31][CH2:30][C:29]1=O)O[N:28]1[C:29](=O)[CH2:30][CH2:31][C:32]1=[O:33].[CH3:36][CH2:37]N(CC)CC.[NH:43]1CCCCC1.[Cl-].[Na+].[OH2:51]. The catalyst is CC(N(C)C)=O.CC#N. The yield is 0.0780. The product is [OH:51][NH:43][C:13]([C:11]1[CH:10]=[CH:9][C:7]2[NH:8][C:2](=[O:1])[CH2:3][N:4]([C:32]([N:28]3[CH2:29][CH2:30][CH2:31][CH2:37][CH2:36]3)=[O:33])[CH2:5][C:6]=2[CH:12]=1)=[O:15]. (2) The reactants are [F:1][C:2]1[CH:3]=[C:4]([S:9]([N:12]2[CH2:17][CH2:16][C:15]3[N:18]([C:28]([C:41]4[CH:46]=[CH:45][CH:44]=[CH:43][CH:42]=4)([C:35]4[CH:40]=[CH:39][CH:38]=[CH:37][CH:36]=4)[C:29]4[CH:34]=[CH:33][CH:32]=[CH:31][CH:30]=4)[N:19]=[C:20]([NH:21]C(=O)C(F)(F)F)[C:14]=3[CH2:13]2)(=[O:11])=[O:10])[CH:5]=[C:6]([F:8])[CH:7]=1. The catalyst is CO.C(N(CC)CC)C. The product is [F:8][C:6]1[CH:5]=[C:4]([S:9]([N:12]2[CH2:17][CH2:16][C:15]3[N:18]([C:28]([C:41]4[CH:46]=[CH:45][CH:44]=[CH:43][CH:42]=4)([C:35]4[CH:36]=[CH:37][CH:38]=[CH:39][CH:40]=4)[C:29]4[CH:34]=[CH:33][CH:32]=[CH:31][CH:30]=4)[N:19]=[C:20]([NH2:21])[C:14]=3[CH2:13]2)(=[O:11])=[O:10])[CH:3]=[C:2]([F:1])[CH:7]=1. The yield is 0.860. (3) The yield is 0.800. The reactants are [F:1][C:2]1[CH:25]=[C:24]([N+:26]([O-:28])=[O:27])[CH:23]=[CH:22][C:3]=1[O:4][C:5]1[CH:10]=[CH:9][N:8]=[CH:7][C:6]=1[C:11]#[C:12][CH2:13][NH:14]C(=O)OC(C)(C)C.C(O)(C(F)(F)F)=O. The catalyst is C(Cl)Cl. The product is [F:1][C:2]1[CH:25]=[C:24]([N+:26]([O-:28])=[O:27])[CH:23]=[CH:22][C:3]=1[O:4][C:5]1[CH:10]=[CH:9][N:8]=[CH:7][C:6]=1[C:11]#[C:12][CH2:13][NH2:14]. (4) The reactants are [CH3:1][O:2][C:3]([C:5]1([C:8]2[CH:13]=[CH:12][C:11]([OH:14])=[C:10]([N+:15]([O-])=O)[CH:9]=2)[CH2:7][CH2:6]1)=[O:4]. The catalyst is CO.[Ni]. The product is [CH3:1][O:2][C:3]([C:5]1([C:8]2[CH:13]=[CH:12][C:11]([OH:14])=[C:10]([NH2:15])[CH:9]=2)[CH2:7][CH2:6]1)=[O:4]. The yield is 0.740. (5) The product is [CH:23]1[C:32]2[C:27](=[CH:28][CH:29]=[CH:30][CH:31]=2)[CH:26]=[CH:25][C:24]=1[C:33]1[CH:37]=[C:36]([N:14]2[CH2:15][CH2:16][CH:11]([CH2:12][NH2:13])[CH2:2][CH2:3]2)[N:21]=[N:22][CH:34]=1. The catalyst is O. The reactants are C1C2C(=CC=CC=2)C=[CH:3][C:2]=1[C:11]1[C:12](=O)[NH:13][NH:14][C:15](=O)[CH:16]=1.Cl.Cl.[NH2:21][NH2:22].[CH:23]1[C:32]2[C:27](=[CH:28][CH:29]=[CH:30][CH:31]=2)[CH:26]=[CH:25][C:24]=1[C:33]1[C:34](=O)O[C:36](=O)[CH:37]=1.C1COCC1. The yield is 1.00.